The task is: Predict the reactants needed to synthesize the given product.. This data is from Full USPTO retrosynthesis dataset with 1.9M reactions from patents (1976-2016). (1) Given the product [Cl:17][C:9]1[C:10]2[C:5](=[C:4]([O:13][CH3:14])[CH:3]=[C:2]([F:1])[CH:11]=2)[CH:6]=[CH:7][N:8]=1, predict the reactants needed to synthesize it. The reactants are: [F:1][C:2]1[CH:11]=[C:10]2[C:5]([CH:6]=[CH:7][N:8]=[C:9]2O)=[C:4]([O:13][CH3:14])[CH:3]=1.O=P(Cl)(Cl)[Cl:17]. (2) The reactants are: Br[C:2]1[CH:7]=[CH:6][CH:5]=[C:4]([Br:8])[N:3]=1.[C:9]([Cu])#[N:10]. Given the product [Br:8][C:4]1[N:3]=[C:2]([C:9]#[N:10])[CH:7]=[CH:6][CH:5]=1, predict the reactants needed to synthesize it. (3) The reactants are: C([NH:20][S:21](=[O:46])(=[O:45])[O:22][CH2:23][C@@H:24]1[C@@H:31]2[C@@H:27]([O:28]C(C)(C)[O:30]2)[C@H:26]([N:34]2[CH:42]=[N:41][C:40]3[C:35]2=[N:36][CH:37]=[N:38][C:39]=3[CH2:43][NH2:44])[O:25]1)(C1C=CC=CC=1)(C1C=CC=CC=1)C1C=CC=CC=1.[CH3:47][O:48][C:49]1[CH:57]=[CH:56][CH:55]=[CH:54][C:50]=1[C:51](Cl)=[O:52]. Given the product [S:21](=[O:45])(=[O:46])([O:22][CH2:23][C@@H:24]1[C@@H:31]([OH:30])[C@@H:27]([OH:28])[C@H:26]([N:34]2[CH:42]=[N:41][C:40]3[C:35]2=[N:36][CH:37]=[N:38][C:39]=3[CH2:43][NH:44][C:51](=[O:52])[C:50]2[CH:54]=[CH:55][CH:56]=[CH:57][C:49]=2[O:48][CH3:47])[O:25]1)[NH2:20], predict the reactants needed to synthesize it. (4) Given the product [Cl:1][C:2]1[N:27]=[C:26]([Cl:28])[CH:25]=[C:24]([CH3:29])[C:3]=1[C:4]([NH:6][CH2:7][CH2:8][C@H:9]([N:11]1[CH2:16][CH2:15][CH:14]([N:17]([C:43](=[O:42])[CH2:44][OH:45])[CH2:18][C:19]2[CH:23]=[CH:22][S:21][CH:20]=2)[CH2:13][CH2:12]1)[CH3:10])=[O:5], predict the reactants needed to synthesize it. The reactants are: [Cl:1][C:2]1[N:27]=[C:26]([Cl:28])[CH:25]=[C:24]([CH3:29])[C:3]=1[C:4]([NH:6][CH2:7][CH2:8][C@H:9]([N:11]1[CH2:16][CH2:15][CH:14]([NH:17][CH2:18][C:19]2[CH:23]=[CH:22][S:21][CH:20]=2)[CH2:13][CH2:12]1)[CH3:10])=[O:5].CCN(C(C)C)C(C)C.C([O:42][CH2:43][C:44](Cl)=[O:45])(=O)C.C([O-])(O)=O.[Na+].